From a dataset of Forward reaction prediction with 1.9M reactions from USPTO patents (1976-2016). Predict the product of the given reaction. (1) Given the reactants [N:1]([CH2:4][C:5]([O:7]CC)=[O:6])=[C:2]=[O:3].[CH:10]1([OH:16])[CH2:15][CH2:14][CH2:13][CH2:12][CH2:11]1, predict the reaction product. The product is: [CH:10]1([O:16][C:2]([NH:1][CH2:4][C:5]([OH:7])=[O:6])=[O:3])[CH2:15][CH2:14][CH2:13][CH2:12][CH2:11]1. (2) Given the reactants C(O[C:6]([N:8]1[CH2:12][C:11](=[N:13][O:14][CH3:15])[CH2:10][C@H:9]1[C:16]([OH:18])=O)=[O:7])(C)(C)C.[Cl:19][C:20]1[CH:25]=[C:24]([N:26]=C=O)[CH:23]=[C:22]([Cl:29])[CH:21]=1.[CH2:30]([N:32]1[C:44]2[CH:43]=[CH:42][C:41]([NH2:45])=[CH:40][C:39]=2[C:38]2[C:33]1=[CH:34][CH:35]=[CH:36][CH:37]=2)[CH3:31], predict the reaction product. The product is: [Cl:19][C:20]1[CH:25]=[C:24]([NH:26][C:6]([N:8]2[CH2:12][C:11](=[N:13][O:14][CH3:15])[CH2:10][C@H:9]2[C:16]([NH:45][C:41]2[CH:42]=[CH:43][C:44]3[N:32]([CH2:30][CH3:31])[C:33]4[C:38]([C:39]=3[CH:40]=2)=[CH:37][CH:36]=[CH:35][CH:34]=4)=[O:18])=[O:7])[CH:23]=[C:22]([Cl:29])[CH:21]=1. (3) Given the reactants C[O:2][C:3](=[O:24])[C:4]1[CH:9]=[C:8]([C:10]2[S:11][CH:12]=[C:13]([C:15]3[CH:20]=[CH:19][C:18]([Cl:21])=[C:17]([Cl:22])[CH:16]=3)[N:14]=2)[CH:7]=[CH:6][C:5]=1Br.[Cl:25][C:26]1[CH:31]=[CH:30][C:29]([C:32]([F:35])([F:34])[F:33])=[CH:28][C:27]=1B(O)O, predict the reaction product. The product is: [Cl:25][C:26]1[CH:27]=[CH:28][C:29]([C:32]([F:33])([F:34])[F:35])=[CH:30][C:31]=1[C:5]1[C:4]([C:3]([OH:2])=[O:24])=[CH:9][C:8]([C:10]2[S:11][CH:12]=[C:13]([C:15]3[CH:20]=[CH:19][C:18]([Cl:21])=[C:17]([Cl:22])[CH:16]=3)[N:14]=2)=[CH:7][CH:6]=1. (4) Given the reactants [O:1]=[C:2]1[C:11]2[C:6](=[CH:7][C:8]([O:16][CH3:17])=[C:9]([O:12][C:13](=[O:15])[CH3:14])[CH:10]=2)[N:5]=[CH:4][NH:3]1.[CH2:18](Br)[C:19]1[CH:24]=[CH:23][CH:22]=[CH:21][CH:20]=1.C(=O)([O-])[O-].[K+].[K+].O, predict the reaction product. The product is: [CH2:18]([N:3]1[C:2](=[O:1])[C:11]2[C:6](=[CH:7][C:8]([O:16][CH3:17])=[C:9]([O:12][C:13](=[O:15])[CH3:14])[CH:10]=2)[N:5]=[CH:4]1)[C:19]1[CH:24]=[CH:23][CH:22]=[CH:21][CH:20]=1. (5) Given the reactants [Cl-].[Al+3].[Cl-].[Cl-].[C:5](Cl)(=[O:7])[CH3:6].C[O:10][C:11]1[CH:28]=[CH:27][C:14]2[CH:15]([CH3:26])[CH2:16][N:17]([C:20](=[O:25])[C:21]([F:24])([F:23])[F:22])[CH2:18][CH2:19][C:13]=2[CH:12]=1.Cl, predict the reaction product. The product is: [OH:7][C:5]1[C:28]([C:11](=[O:10])[CH3:12])=[CH:27][C:14]2[CH:15]([CH3:26])[CH2:16][N:17]([C:20](=[O:25])[C:21]([F:24])([F:22])[F:23])[CH2:18][CH2:19][C:13]=2[CH:6]=1.